Dataset: Catalyst prediction with 721,799 reactions and 888 catalyst types from USPTO. Task: Predict which catalyst facilitates the given reaction. Reactant: [Br:1][C:2]1[CH:15]=[CH:14][C:5]([C:6]([NH:8][CH:9]([CH3:13])[C:10]([OH:12])=O)=[O:7])=[CH:4][CH:3]=1.[C:16](OC(=O)C)(=O)C. Product: [Br:1][C:2]1[CH:3]=[CH:4][C:5]([C:6]([NH:8][CH:9]([C:10](=[O:12])[CH3:16])[CH3:13])=[O:7])=[CH:14][CH:15]=1. The catalyst class is: 17.